Dataset: Reaction yield outcomes from USPTO patents with 853,638 reactions. Task: Predict the reaction yield, written as a fraction of the theoretical maximum amount of product (1.0 means a 100% yield; for example, 0.34 means a 34% yield). The reactants are [NH:1]1[CH:5]=[CH:4][N:3]=[C:2]1[C:6]([OH:8])=O.[NH2:9][C@@H:10]([CH3:26])[CH2:11][N:12]1[CH:16]=[CH:15][C:14]([C:17]2[CH:24]=[CH:23][C:20]([C:21]#[N:22])=[C:19]([Cl:25])[CH:18]=2)=[N:13]1. No catalyst specified. The product is [Cl:25][C:19]1[CH:18]=[C:17]([C:14]2[CH:15]=[CH:16][N:12]([CH2:11][C@@H:10]([NH:9][C:6]([C:2]3[NH:1][CH:5]=[CH:4][N:3]=3)=[O:8])[CH3:26])[N:13]=2)[CH:24]=[CH:23][C:20]=1[C:21]#[N:22]. The yield is 0.760.